Dataset: NCI-60 drug combinations with 297,098 pairs across 59 cell lines. Task: Regression. Given two drug SMILES strings and cell line genomic features, predict the synergy score measuring deviation from expected non-interaction effect. (1) Drug 1: CC1C(C(CC(O1)OC2CC(CC3=C2C(=C4C(=C3O)C(=O)C5=C(C4=O)C(=CC=C5)OC)O)(C(=O)C)O)N)O.Cl. Drug 2: CC(C)CN1C=NC2=C1C3=CC=CC=C3N=C2N. Cell line: M14. Synergy scores: CSS=18.1, Synergy_ZIP=8.05, Synergy_Bliss=6.60, Synergy_Loewe=-0.0662, Synergy_HSA=5.26. (2) Drug 1: C(CC(=O)O)C(=O)CN.Cl. Drug 2: C1CNP(=O)(OC1)N(CCCl)CCCl. Cell line: HS 578T. Synergy scores: CSS=10.5, Synergy_ZIP=-3.57, Synergy_Bliss=-3.06, Synergy_Loewe=-6.10, Synergy_HSA=-1.85. (3) Drug 1: C#CCC(CC1=CN=C2C(=N1)C(=NC(=N2)N)N)C3=CC=C(C=C3)C(=O)NC(CCC(=O)O)C(=O)O. Drug 2: C1CCC(C(C1)N)N.C(=O)(C(=O)[O-])[O-].[Pt+4]. Cell line: ACHN. Synergy scores: CSS=5.91, Synergy_ZIP=-1.77, Synergy_Bliss=1.39, Synergy_Loewe=-3.92, Synergy_HSA=-3.64.